Dataset: Clinical trial toxicity outcomes and FDA approval status for drugs. Task: Regression/Classification. Given a drug SMILES string, predict its toxicity properties. Task type varies by dataset: regression for continuous values (e.g., LD50, hERG inhibition percentage) or binary classification for toxic/non-toxic outcomes (e.g., AMES mutagenicity, cardiotoxicity, hepatotoxicity). Dataset: clintox. (1) The molecule is CC(=O)N[C@@H]1[C@@H]([NH+]=C(N)N)C=C(C(=O)[O-])O[C@H]1[C@H](O)[C@H](O)CO. The result is 0 (passed clinical trial). (2) The drug is O=C1CCC(N2C(=O)c3ccccc3C2=O)C(=O)N1. The result is 1 (failed clinical trial for toxicity). (3) The drug is CC(=O)N[C@H]1[C@H](O)O[C@H](OS(=O)(=O)[O-])[C@H](O)[C@@H]1O[C@@H]1O[C@H](C(=O)[O-])[C@@H](O)[C@H](O)[C@H]1O. The result is 0 (passed clinical trial). (4) The compound is Cc1cn(-c2cc(NC(=O)c3ccc(C)c(Nc4nccc(-c5cccnc5)n4)c3)cc(C(F)(F)F)c2)cn1. The result is 1 (failed clinical trial for toxicity). (5) The molecule is C/C=C(C(=C/C)/c1ccc(O)cc1)\c1ccc(O)cc1. The result is 0 (passed clinical trial). (6) The compound is CO/N=C(\C(=O)N[C@@H]1C(=O)N2C(C(=O)[O-])=C(C[N+]3(C)CCCC3)CS[C@H]12)c1csc(N)n1. The result is 0 (passed clinical trial). (7) The drug is CC1(C)SC(C(NC(=O)Cc2ccccc2)C(=O)NCCCCCC(=O)[O-])[NH2+]C1C(=O)[O-]. The result is 0 (passed clinical trial). (8) The molecule is C[C@]1(O)CC[C@H]2[C@@H]3CCC4=CC(=O)CC[C@]4(C)[C@@]3(F)[C@@H](O)C[C@@]21C. The result is 0 (passed clinical trial). (9) The compound is Cc1[nH+]cc2n1-c1ccc(Cl)cc1C(c1ccccc1F)=NC2. The result is 0 (passed clinical trial).